Dataset: Full USPTO retrosynthesis dataset with 1.9M reactions from patents (1976-2016). Task: Predict the reactants needed to synthesize the given product. (1) Given the product [CH:21]1([C:2]2[CH:7]=[C:6]([CH:8]=[O:9])[C:5]([O:10][CH2:11][CH3:12])=[CH:4][C:3]=2[C:13]2[CH:18]=[CH:17][C:16]([F:19])=[CH:15][C:14]=2[F:20])[CH2:23][CH2:22]1, predict the reactants needed to synthesize it. The reactants are: Br[C:2]1[CH:7]=[C:6]([CH:8]=[O:9])[C:5]([O:10][CH2:11][CH3:12])=[CH:4][C:3]=1[C:13]1[CH:18]=[CH:17][C:16]([F:19])=[CH:15][C:14]=1[F:20].[CH:21]1(B(O)O)[CH2:23][CH2:22]1.C(=O)([O-])[O-].[Na+].[Na+].O. (2) Given the product [Cl:1][C:2]1[N:7]=[C:6]([C:8]2[CH:9]=[N:10][C:11]([N:14]3[CH2:19][CH2:18][NH:17][CH2:16][CH2:15]3)=[CH:12][CH:13]=2)[CH:5]=[C:4]([CH:27]2[CH2:29][CH2:28]2)[CH:3]=1, predict the reactants needed to synthesize it. The reactants are: [Cl:1][C:2]1[N:7]=[C:6]([C:8]2[CH:9]=[N:10][C:11]([N:14]3[CH2:19][CH2:18][N:17](C(OC(C)(C)C)=O)[CH2:16][CH2:15]3)=[CH:12][CH:13]=2)[CH:5]=[C:4]([CH:27]2[CH2:29][CH2:28]2)[CH:3]=1.